Dataset: Reaction yield outcomes from USPTO patents with 853,638 reactions. Task: Predict the reaction yield, written as a fraction of the theoretical maximum amount of product (1.0 means a 100% yield; for example, 0.34 means a 34% yield). The product is [ClH:13].[N:14]1[C:23]2[C:18](=[CH:19][CH:20]=[CH:21][CH:22]=2)[CH:17]=[CH:16][C:15]=1[NH:24][C@@H:25]1[CH2:26][CH2:27][C@H:28]([NH:31][C:9](=[O:11])[CH2:8][O:7][C:3]2[CH:2]=[C:1]([CH3:12])[CH:6]=[CH:5][CH:4]=2)[CH2:29][CH2:30]1. The reactants are [C:1]1([CH3:12])[CH:6]=[CH:5][CH:4]=[C:3]([O:7][CH2:8][C:9]([OH:11])=O)[CH:2]=1.[ClH:13].[N:14]1[C:23]2[C:18](=[CH:19][CH:20]=[CH:21][CH:22]=2)[CH:17]=[CH:16][C:15]=1[NH:24][C@@H:25]1[CH2:30][CH2:29][C@H:28]([NH:31]C(C2C=C([N+]([O-])=O)SC=2)=O)[CH2:27][CH2:26]1.CCN(CC)CC.C1C=CC2N(O)N=NC=2C=1.O.CCN=C=NCCCN(C)C.Cl.Cl. The catalyst is CN(C=O)C.CCOC(C)=O.O. The yield is 0.320.